Dataset: Catalyst prediction with 721,799 reactions and 888 catalyst types from USPTO. Task: Predict which catalyst facilitates the given reaction. (1) Reactant: C[O:2][C:3]([C:5]1[S:6][C:7]([C:20]2[CH:25]=[CH:24][C:23]([F:26])=[CH:22][CH:21]=2)=[C:8]([C:10]2[CH:15]=[CH:14][C:13]([S:16]([NH2:19])(=[O:18])=[O:17])=[CH:12][CH:11]=2)[CH:9]=1)=[O:4].CO.[OH-].[Na+]. Product: [NH2:19][S:16]([C:13]1[CH:12]=[CH:11][C:10]([C:8]2[CH:9]=[C:5]([C:3]([OH:4])=[O:2])[S:6][C:7]=2[C:20]2[CH:25]=[CH:24][C:23]([F:26])=[CH:22][CH:21]=2)=[CH:15][CH:14]=1)(=[O:17])=[O:18]. The catalyst class is: 464. (2) Reactant: C([Si]([O:8][CH2:9][C:10]1[S:11][C:12]([Cl:23])=[C:13]([S:15][C:16]2[CH:21]=[CH:20][CH:19]=[C:18]([Cl:22])[CH:17]=2)[CH:14]=1)(C)C)(C)(C)C. Product: [Cl:23][C:12]1[S:11][C:10]([CH2:9][OH:8])=[CH:14][C:13]=1[S:15][C:16]1[CH:21]=[CH:20][CH:19]=[C:18]([Cl:22])[CH:17]=1. The catalyst class is: 1. (3) Reactant: [Si:1]([O:18][CH2:19][CH2:20][CH2:21][C:22]1[CH:35]=[CH:34][C:25]([O:26][C:27]([CH3:33])([CH3:32])[C:28](OC)=[O:29])=[CH:24][CH:23]=1)([C:14]([CH3:17])([CH3:16])[CH3:15])([C:8]1[CH:13]=[CH:12][CH:11]=[CH:10][CH:9]=1)[C:2]1[CH:7]=[CH:6][CH:5]=[CH:4][CH:3]=1.[H-].[Al+3].[Li+].[H-].[H-].[H-]. Product: [Si:1]([O:18][CH2:19][CH2:20][CH2:21][C:22]1[CH:35]=[CH:34][C:25]([O:26][C:27]([CH3:33])([CH3:32])[CH2:28][OH:29])=[CH:24][CH:23]=1)([C:14]([CH3:17])([CH3:16])[CH3:15])([C:2]1[CH:7]=[CH:6][CH:5]=[CH:4][CH:3]=1)[C:8]1[CH:9]=[CH:10][CH:11]=[CH:12][CH:13]=1. The catalyst class is: 27. (4) The catalyst class is: 8. Product: [CH2:9]([O:8][C:6]([C:5]1[CH:11]=[N:12][C:13]2[C:14]([C:4]=1[OH:20])=[CH:15][C:16]([Br:19])=[CH:17][CH:18]=2)=[O:7])[CH3:10]. Reactant: C(O[C:4](=[O:20])[C:5](=[CH:11][NH:12][C:13]1[CH:18]=[CH:17][C:16]([Br:19])=[CH:15][CH:14]=1)[C:6]([O:8][CH2:9][CH3:10])=[O:7])C.C1(OC2C=CC=CC=2)C=CC=CC=1. (5) Reactant: [Cl:1][C:2]1[CH:3]=[C:4]([N:9]=[C:10]=[O:11])[CH:5]=[CH:6][C:7]=1[Cl:8].[F:12][C:13]1[CH:14]=[C:15]([NH2:25])[CH:16]=[CH:17][C:18]=1[N:19]1[CH2:24][CH2:23][CH2:22][CH2:21][CH2:20]1. Product: [Cl:1][C:2]1[CH:3]=[C:4]([NH:9][C:10]([NH:25][C:15]2[CH:16]=[CH:17][C:18]([N:19]3[CH2:24][CH2:23][CH2:22][CH2:21][CH2:20]3)=[C:13]([F:12])[CH:14]=2)=[O:11])[CH:5]=[CH:6][C:7]=1[Cl:8]. The catalyst class is: 2.